The task is: Predict which catalyst facilitates the given reaction.. This data is from Catalyst prediction with 721,799 reactions and 888 catalyst types from USPTO. (1) Reactant: N1C=CN=C1[C:6]([N:8]1[CH2:17][CH2:16][C:15]2[C:10](=[CH:11][CH:12]=[CH:13][CH:14]=2)[C@@H:9]1[C:18]1[CH:23]=[CH:22][CH:21]=[CH:20][CH:19]=1)=[O:7].[N:24]12[CH2:31][CH2:30][CH:27]([CH2:28][CH2:29]1)[C@@H:26]([OH:32])[CH2:25]2.[H-].[Na+]. Product: [N:24]12[CH2:31][CH2:30][CH:27]([CH2:28][CH2:29]1)[C@@H:26]([O:32][C:6]([N:8]1[CH2:17][CH2:16][C:15]3[C:10](=[CH:11][CH:12]=[CH:13][CH:14]=3)[C@@H:9]1[C:18]1[CH:23]=[CH:22][CH:21]=[CH:20][CH:19]=1)=[O:7])[CH2:25]2. The catalyst class is: 11. (2) Reactant: [N+:1]([CH:4]=[CH:5][C:6]1[C:14]2[C:9](=[CH:10][C:11]([C:15]([O:17][CH2:18][CH3:19])=[O:16])=[CH:12][CH:13]=2)[NH:8][CH:7]=1)([O-:3])=[O:2].[BH4-].[Na+]. Product: [N+:1]([CH2:4][CH2:5][C:6]1[C:14]2[C:9](=[CH:10][C:11]([C:15]([O:17][CH2:18][CH3:19])=[O:16])=[CH:12][CH:13]=2)[NH:8][CH:7]=1)([O-:3])=[O:2]. The catalyst class is: 5.